From a dataset of Forward reaction prediction with 1.9M reactions from USPTO patents (1976-2016). Predict the product of the given reaction. (1) Given the reactants [H-].[Al+3].[Li+].[H-].[H-].[H-].C([O:9][C:10]([CH:12]1[CH2:24][C:23]2[C:22]3[C:17](=[CH:18][CH:19]=[C:20]([F:25])[CH:21]=3)[NH:16][C:15]=2[CH2:14][CH2:13]1)=O)C, predict the reaction product. The product is: [F:25][C:20]1[CH:21]=[C:22]2[C:17](=[CH:18][CH:19]=1)[NH:16][C:15]1[CH2:14][CH2:13][CH:12]([CH2:10][OH:9])[CH2:24][C:23]2=1. (2) Given the reactants [C:1]([NH:4]/[C:5](=[CH:9]/[C:10]1[CH:15]=[CH:14][C:13]([N:16]2[CH2:20][C:19](=[O:21])[NH:18][S:17]2(=[O:23])=[O:22])=[C:12]([O:24][CH2:25][C:26]2[CH:31]=[CH:30][CH:29]=[CH:28][CH:27]=2)[CH:11]=1)/[C:6](O)=[O:7])(=[O:3])[CH3:2].C(N(C(C)C)CC)(C)C.CN(C(ON1N=NC2C=CC=NC1=2)=[N+](C)C)C.F[P-](F)(F)(F)(F)F.[CH3:65][O:66][C:67](=[O:88])[C:68]1[C:73]([O:74][CH2:75][C:76]2[CH:81]=[CH:80][CH:79]=[CH:78][CH:77]=2)=[CH:72][CH:71]=[CH:70][C:69]=1[O:82][CH2:83][CH2:84][CH2:85][CH2:86][NH2:87], predict the reaction product. The product is: [CH3:65][O:66][C:67](=[O:88])[C:68]1[C:73]([O:74][CH2:75][C:76]2[CH:77]=[CH:78][CH:79]=[CH:80][CH:81]=2)=[CH:72][CH:71]=[CH:70][C:69]=1[O:82][CH2:83][CH2:84][CH2:85][CH2:86][NH:87][C:6](=[O:7])/[C:5](/[NH:4][C:1](=[O:3])[CH3:2])=[CH:9]\[C:10]1[CH:15]=[CH:14][C:13]([N:16]2[CH2:20][C:19](=[O:21])[NH:18][S:17]2(=[O:23])=[O:22])=[C:12]([O:24][CH2:25][C:26]2[CH:27]=[CH:28][CH:29]=[CH:30][CH:31]=2)[CH:11]=1. (3) Given the reactants [CH2:1]([O:3][C:4]([N:6]1[C:15]2[C:10](=[N:11][C:12]([O:16][CH3:17])=[CH:13][CH:14]=2)[C@@H:9]([NH:18][C:19]2[N:24]=[C:23]([CH2:25][C:26]3[CH:31]=[C:30]([C:32]([F:35])([F:34])[F:33])[CH:29]=[C:28]([C:36]([F:39])([F:38])[F:37])[CH:27]=3)[C:22]([CH2:40][CH2:41][CH2:42]O)=[CH:21][N:20]=2)[CH2:8][C@H:7]1[CH2:44][CH3:45])=[O:5])[CH3:2].C1(P(C2C=CC=CC=2)C2C=CC=CC=2)C=CC=CC=1.C(Br)(Br)(Br)[Br:66], predict the reaction product. The product is: [CH2:1]([O:3][C:4]([N:6]1[C:15]2[C:10](=[N:11][C:12]([O:16][CH3:17])=[CH:13][CH:14]=2)[C@@H:9]([NH:18][C:19]2[N:24]=[C:23]([CH2:25][C:26]3[CH:31]=[C:30]([C:32]([F:35])([F:34])[F:33])[CH:29]=[C:28]([C:36]([F:39])([F:38])[F:37])[CH:27]=3)[C:22]([CH2:40][CH2:41][CH2:42][Br:66])=[CH:21][N:20]=2)[CH2:8][C@H:7]1[CH2:44][CH3:45])=[O:5])[CH3:2]. (4) Given the reactants [F:1][C:2]([F:39])([F:38])[O:3][C:4]1[CH:9]=[CH:8][C:7]([S:10]([N:13]2[CH2:18][CH2:17][C:16](=[N:19][O:20][CH2:21][C:22]3[N:26](C(OC(C)(C)C)=O)[C:25]4[CH:34]=[CH:35][CH:36]=[CH:37][C:24]=4[N:23]=3)[CH2:15][CH2:14]2)(=[O:12])=[O:11])=[CH:6][CH:5]=1, predict the reaction product. The product is: [NH:23]1[C:24]2[CH:37]=[CH:36][CH:35]=[CH:34][C:25]=2[N:26]=[C:22]1[CH2:21][O:20][N:19]=[C:16]1[CH2:17][CH2:18][N:13]([S:10]([C:7]2[CH:8]=[CH:9][C:4]([O:3][C:2]([F:1])([F:38])[F:39])=[CH:5][CH:6]=2)(=[O:11])=[O:12])[CH2:14][CH2:15]1. (5) Given the reactants Cl.CN(C)CCCN=C=NCC.[C:13]1([S:23]([NH2:26])(=[O:25])=[O:24])[C:14]([S:19]([NH2:22])(=[O:21])=[O:20])=[CH:15][CH:16]=[CH:17][CH:18]=1.[Br:27][C:28]1[CH:36]=[CH:35][C:31]([C:32](O)=[O:33])=[CH:30][C:29]=1[O:37][CH2:38][CH2:39][C:40]([F:43])([F:42])[F:41].Cl, predict the reaction product. The product is: [Br:27][C:28]1[CH:36]=[CH:35][C:31]([C:32]([NH:22][S:19]([C:14]2[CH:15]=[CH:16][CH:17]=[CH:18][C:13]=2[S:23](=[O:25])(=[O:24])[NH2:26])(=[O:21])=[O:20])=[O:33])=[CH:30][C:29]=1[O:37][CH2:38][CH2:39][C:40]([F:41])([F:43])[F:42]. (6) Given the reactants [CH3:1][C:2]1[CH:3]=[C:4]([C:9]2[CH:10]=[N:11][N:12]3[C:17]([C:18]4[CH:23]=[CH:22][CH:21]=[C:20]([C:24]5[NH:28][N:27]=[N:26][N:25]=5)[CH:19]=4)=[CH:16][CH:15]=[N:14][C:13]=23)[CH:5]=[C:6]([CH3:8])[CH:7]=1.Br[CH2:30][C:31]1[CH:36]=[CH:35][CH:34]=[CH:33][N:32]=1, predict the reaction product. The product is: [CH3:8][C:6]1[CH:5]=[C:4]([C:9]2[CH:10]=[N:11][N:12]3[C:17]([C:18]4[CH:23]=[CH:22][CH:21]=[C:20]([C:24]5[N:25]=[N:26][N:27]([CH2:30][C:31]6[CH:36]=[CH:35][CH:34]=[CH:33][N:32]=6)[N:28]=5)[CH:19]=4)=[CH:16][CH:15]=[N:14][C:13]=23)[CH:3]=[C:2]([CH3:1])[CH:7]=1. (7) Given the reactants [Br-].[N+:2]([C:5]1[CH:30]=[CH:29][C:8]([CH2:9][P+](C2C=CC=CC=2)(C2C=CC=CC=2)C2C=CC=CC=2)=[CH:7][CH:6]=1)([O-:4])=[O:3].[H-].[Na+].[CH2:33]([O:40][C:41]1[C:48]([C:49]2[C:50]([O:55][CH3:56])=[N:51][CH:52]=[CH:53][CH:54]=2)=[CH:47][C:46]([C:57]([CH3:60])([CH3:59])[CH3:58])=[CH:45][C:42]=1[CH:43]=O)[C:34]1[CH:39]=[CH:38][CH:37]=[CH:36][CH:35]=1, predict the reaction product. The product is: [CH2:33]([O:40][C:41]1[C:42]([CH:43]=[CH:9][C:8]2[CH:7]=[CH:6][C:5]([N+:2]([O-:4])=[O:3])=[CH:30][CH:29]=2)=[CH:45][C:46]([C:57]([CH3:60])([CH3:59])[CH3:58])=[CH:47][C:48]=1[C:49]1[C:50]([O:55][CH3:56])=[N:51][CH:52]=[CH:53][CH:54]=1)[C:34]1[CH:35]=[CH:36][CH:37]=[CH:38][CH:39]=1. (8) The product is: [C:17]([O:9][CH:3]1[CH:4]2[CH:5]([O:6][CH2:7][CH2:8]2)[O:1][CH2:2]1)(=[O:19])[CH3:18]. Given the reactants [O:1]1[CH:5]2[O:6][CH2:7][CH2:8][CH:4]2[CH:3]([OH:9])[CH2:2]1.C(N(CC)CC)C.[C:17](OC(=O)C)(=[O:19])[CH3:18], predict the reaction product.